Dataset: Forward reaction prediction with 1.9M reactions from USPTO patents (1976-2016). Task: Predict the product of the given reaction. (1) Given the reactants [F:1][C@H:2]1[CH2:6][N:5]([S:7]([C:10]2[CH:15]=[CH:14][C:13]([F:16])=[CH:12][CH:11]=2)(=[O:9])=[O:8])[C@H:4]([C:17]([NH:19][CH2:20][C:21]2[CH:26]=[C:25](B3OC(C)(C)C(C)(C)O3)[CH:24]=[CH:23][C:22]=2[F:36])=[O:18])[CH2:3]1.BrC1[CH:43]=[CH:42][C:41]([C:44]([F:47])([F:46])[F:45])=CN=1.C(=O)([O-])[O-].[Cs+].[Cs+].O.[C:55](#[N:57])[CH3:56], predict the reaction product. The product is: [F:1][C@H:2]1[CH2:6][N:5]([S:7]([C:10]2[CH:15]=[CH:14][C:13]([F:16])=[CH:12][CH:11]=2)(=[O:9])=[O:8])[C@H:4]([C:17]([NH:19][CH2:20][C:21]2[CH:26]=[C:25]([C:56]3[CH:55]=[N:57][C:41]([C:44]([F:47])([F:46])[F:45])=[CH:42][CH:43]=3)[CH:24]=[CH:23][C:22]=2[F:36])=[O:18])[CH2:3]1. (2) Given the reactants CC(C)([O-])C.[Na+].Br[C:8]1[CH:13]=[CH:12][CH:11]=[CH:10][CH:9]=1.[F:14][C:15]([F:51])([F:50])[C:16]1[CH:17]=[C:18]([C@H:26]([O:28][C@@H:29]2[C@@H:34]([C:35]3[CH:40]=[CH:39][C:38]([F:41])=[CH:37][CH:36]=3)[C@H:33]([CH2:42][N:43]3[CH2:48][CH2:47][NH:46][CH2:45][C:44]3=[O:49])[CH2:32][CH2:31][O:30]2)[CH3:27])[CH:19]=[C:20]([C:22]([F:25])([F:24])[F:23])[CH:21]=1, predict the reaction product. The product is: [F:25][C:22]([F:23])([F:24])[C:20]1[CH:19]=[C:18]([C@H:26]([O:28][C@@H:29]2[C@@H:34]([C:35]3[CH:36]=[CH:37][C:38]([F:41])=[CH:39][CH:40]=3)[C@H:33]([CH2:42][N:43]3[CH2:48][CH2:47][N:46]([C:8]4[CH:13]=[CH:12][CH:11]=[CH:10][CH:9]=4)[CH2:45][C:44]3=[O:49])[CH2:32][CH2:31][O:30]2)[CH3:27])[CH:17]=[C:16]([C:15]([F:14])([F:50])[F:51])[CH:21]=1.